From a dataset of Catalyst prediction with 721,799 reactions and 888 catalyst types from USPTO. Predict which catalyst facilitates the given reaction. (1) Reactant: B.[O:2]1CCCC1.[C:7]([O:11][C:12](=[O:19])[NH:13][CH:14]1[CH2:18][CH:17]=[CH:16][CH2:15]1)([CH3:10])([CH3:9])[CH3:8].[OH-].[Na+].OO. Product: [C:7]([O:11][C:12](=[O:19])[NH:13][C@H:14]1[CH2:15][CH2:16][C@@H:17]([OH:2])[CH2:18]1)([CH3:10])([CH3:8])[CH3:9]. The catalyst class is: 54. (2) Reactant: [NH2:1][C:2]1[CH:10]=[C:9]([O:11][CH3:12])[CH:8]=[C:7]([O:13][CH3:14])[C:3]=1[C:4]([NH2:6])=[O:5].[OH:15][C:16]1[CH:23]=[CH:22][C:19]([CH:20]=O)=[CH:18][CH:17]=1.C([O-])([O-])=O.[K+].[K+].II. Product: [OH:15][C:16]1[CH:23]=[CH:22][C:19]([C:20]2[NH:6][C:4](=[O:5])[C:3]3[C:2](=[CH:10][C:9]([O:11][CH3:12])=[CH:8][C:7]=3[O:13][CH3:14])[N:1]=2)=[CH:18][CH:17]=1. The catalyst class is: 3. (3) Reactant: [F:1][C:2]([F:45])([F:44])[C:3]1[CH:4]=[C:5]([CH:37]=[C:38]([C:40]([F:43])([F:42])[F:41])[CH:39]=1)[CH2:6][N:7]([CH2:23][C:24]1[CH:29]=[C:28]([C:30]([F:33])([F:32])[F:31])[CH:27]=[CH:26][C:25]=1[NH:34][CH2:35][CH3:36])[C:8]1[N:13]=[CH:12][C:11]([O:14][CH2:15][CH2:16][CH2:17][C:18]([O:20][CH2:21][CH3:22])=[O:19])=[CH:10][N:9]=1.[CH2:46]([N:48]([CH2:51]C)CC)[CH3:47].ClC(Cl)([O:56]C(=O)OC(Cl)(Cl)Cl)Cl. Product: [F:43][C:40]([F:41])([F:42])[C:38]1[CH:37]=[C:5]([CH:4]=[C:3]([C:2]([F:1])([F:44])[F:45])[CH:39]=1)[CH2:6][N:7]([CH2:23][C:24]1[CH:29]=[C:28]([C:30]([F:33])([F:32])[F:31])[CH:27]=[CH:26][C:25]=1[N:34]([CH2:35][CH3:36])[C:51]([NH:48][CH2:46][CH3:47])=[O:56])[C:8]1[N:9]=[CH:10][C:11]([O:14][CH2:15][CH2:16][CH2:17][C:18]([O:20][CH2:21][CH3:22])=[O:19])=[CH:12][N:13]=1. The catalyst class is: 2. (4) Reactant: [OH:1][C:2]1[CH:9]=[CH:8][CH:7]=[CH:6][C:3]=1[CH:4]=[O:5].[N+:10]([O-])([OH:12])=[O:11].O. Product: [OH:1][C:2]1[C:9]([N+:10]([O-:12])=[O:11])=[CH:8][CH:7]=[CH:6][C:3]=1[CH:4]=[O:5]. The catalyst class is: 15. (5) Reactant: [C:1]1([C:7]2[CH:8]=[N:9][N:10]([C:12]3[N:17]=[CH:16][C:15]([NH:18][CH:19]([C:23]4[CH:37]=[CH:36][C:26]([C:27]([NH:29][CH2:30][CH2:31][C:32]([O:34]C)=[O:33])=[O:28])=[CH:25][CH:24]=4)[CH2:20][CH2:21][CH3:22])=[CH:14][CH:13]=3)[CH:11]=2)[CH:6]=[CH:5][CH:4]=[CH:3][CH:2]=1.[OH-].[Na+]. Product: [C:1]1([C:7]2[CH:8]=[N:9][N:10]([C:12]3[N:17]=[CH:16][C:15]([NH:18][CH:19]([C:23]4[CH:24]=[CH:25][C:26]([C:27]([NH:29][CH2:30][CH2:31][C:32]([OH:34])=[O:33])=[O:28])=[CH:36][CH:37]=4)[CH2:20][CH2:21][CH3:22])=[CH:14][CH:13]=3)[CH:11]=2)[CH:6]=[CH:5][CH:4]=[CH:3][CH:2]=1. The catalyst class is: 111. (6) Reactant: Cl.[NH2:2][CH2:3][CH:4]([OH:12])[CH2:5][C:6]1[CH:11]=[CH:10][CH:9]=[CH:8][CH:7]=1.[H-].[Na+].Cl[C:16]1[CH:17]=[CH:18][C:19]2[N:20]([C:22]([C:25]3[O:33][C:32]4[CH:31]=[CH:30][N:29]=[C:28]([O:34][CH3:35])[C:27]=4[CH:26]=3)=[CH:23][N:24]=2)[N:21]=1. Product: [CH3:35][O:34][C:28]1[C:27]2[CH:26]=[C:25]([C:22]3[N:20]4[N:21]=[C:16]([O:12][CH:4]([CH2:5][C:6]5[CH:7]=[CH:8][CH:9]=[CH:10][CH:11]=5)[CH2:3][NH2:2])[CH:17]=[CH:18][C:19]4=[N:24][CH:23]=3)[O:33][C:32]=2[CH:31]=[CH:30][N:29]=1. The catalyst class is: 3. (7) Reactant: [NH:1]1[C:9]2[C:4](=[CH:5][CH:6]=[CH:7][CH:8]=2)[CH:3]=[CH:2]1.[C:10]1([CH3:20])[CH:15]=[CH:14][C:13]([S:16](Cl)(=[O:18])=[O:17])=[CH:12][CH:11]=1.[OH-].[K+]. Product: [C:10]1([CH3:20])[CH:15]=[CH:14][C:13]([S:16]([N:1]2[C:9]3[C:4](=[CH:5][CH:6]=[CH:7][CH:8]=3)[CH:3]=[CH:2]2)(=[O:18])=[O:17])=[CH:12][CH:11]=1. The catalyst class is: 216. (8) Reactant: C[Si](C)(C)CCOC[N:7]1[C:11]2[C:12]3[CH:13]=[CH:14][S:15][C:16]=3[CH2:17][C:10]=2[C:9]([C:18]2[CH:23]=[CH:22][C:21]([NH:24][C:25]3[CH:26]=[C:27]([OH:31])[CH:28]=[CH:29][CH:30]=3)=[CH:20][CH:19]=2)=[N:8]1.Cl. Product: [S:15]1[CH:14]=[CH:13][C:12]2[C:11]3[NH:7][N:8]=[C:9]([C:18]4[CH:19]=[CH:20][C:21]([NH:24][C:25]5[CH:26]=[C:27]([OH:31])[CH:28]=[CH:29][CH:30]=5)=[CH:22][CH:23]=4)[C:10]=3[CH2:17][C:16]1=2. The catalyst class is: 5. (9) Reactant: [N:1]1[C:5]2[CH:6]=[CH:7][CH:8]=[CH:9][C:4]=2[NH:3][CH:2]=1.[H-].[Na+].[C:12]1([CH3:24])[CH:17]=[C:16]([CH3:18])[CH:15]=[C:14]([CH3:19])[C:13]=1[S:20](Cl)(=[O:22])=[O:21]. Product: [C:12]1([CH3:24])[CH:17]=[C:16]([CH3:18])[CH:15]=[C:14]([CH3:19])[C:13]=1[S:20]([N:1]1[C:5]2[CH:6]=[CH:7][CH:8]=[CH:9][C:4]=2[N:3]=[CH:2]1)(=[O:21])=[O:22]. The catalyst class is: 1.